Predict which catalyst facilitates the given reaction. From a dataset of Catalyst prediction with 721,799 reactions and 888 catalyst types from USPTO. (1) Reactant: C([O:3][C:4](=O)[C:5]([S:8](=[O:17])(=[O:16])[NH:9][CH:10]1[CH2:15][CH2:14][CH2:13][CH2:12][CH2:11]1)([CH3:7])[CH3:6])C.[NH2:19][NH2:20]. Product: [CH:10]1([NH:9][S:8]([C:5]([C:4]([NH:19][NH2:20])=[O:3])([CH3:7])[CH3:6])(=[O:17])=[O:16])[CH2:15][CH2:14][CH2:13][CH2:12][CH2:11]1. The catalyst class is: 8. (2) Reactant: [Cl:1][C:2]1[CH:3]=[CH:4][C:5]([NH:8][C:9]2[CH:34]=[CH:33][C:12]([O:13][C:14]3[C:15]([CH:20]4[CH2:25][CH2:24][N:23]([C:26]([O:28]C(C)(C)C)=O)[CH2:22][CH2:21]4)=[N:16][CH:17]=[CH:18][N:19]=3)=[CH:11][CH:10]=2)=[N:6][CH:7]=1.F[C:36](F)(F)C(O)=O.C(OC(=O)C)(=O)C. Product: [Cl:1][C:2]1[CH:3]=[CH:4][C:5]([NH:8][C:9]2[CH:34]=[CH:33][C:12]([O:13][C:14]3[C:15]([CH:20]4[CH2:25][CH2:24][N:23]([C:26](=[O:28])[CH3:36])[CH2:22][CH2:21]4)=[N:16][CH:17]=[CH:18][N:19]=3)=[CH:11][CH:10]=2)=[N:6][CH:7]=1. The catalyst class is: 4. (3) Reactant: [N+:1]([C:4]1[CH:12]=[C:8]([C:9]([OH:11])=O)[C:7]([NH2:13])=[CH:6][CH:5]=1)([O-:3])=[O:2].Cl.[CH3:15][NH:16][CH3:17].F[P-](F)(F)(F)(F)F.N1(O[P+](N(C)C)(N(C)C)N(C)C)C2C=CC=CC=2N=N1.CN1CCOCC1. Product: [NH2:13][C:7]1[CH:6]=[CH:5][C:4]([N+:1]([O-:3])=[O:2])=[CH:12][C:8]=1[C:9]([N:16]([CH3:17])[CH3:15])=[O:11]. The catalyst class is: 18.